This data is from Full USPTO retrosynthesis dataset with 1.9M reactions from patents (1976-2016). The task is: Predict the reactants needed to synthesize the given product. Given the product [Cl:1][C:2]1[CH:3]=[CH:4][C:5]([CH3:30])=[C:6]([C@@H:8]([C@@H:9]2[CH2:14][CH2:13][CH2:12][NH:11][CH2:10]2)[O:22][CH2:23][CH2:24][NH:25][C:26](=[O:27])[O:28][CH3:29])[CH:7]=1, predict the reactants needed to synthesize it. The reactants are: [Cl:1][C:2]1[CH:3]=[CH:4][C:5]([CH3:30])=[C:6]([C@H:8]([O:22][CH2:23][CH2:24][NH:25][C:26]([O:28][CH3:29])=[O:27])[C@@H:9]2[CH2:14][CH2:13][CH2:12][N:11](C(OC(C)(C)C)=O)[CH2:10]2)[CH:7]=1.C(=O)(O)[O-].[Na+].